Dataset: Full USPTO retrosynthesis dataset with 1.9M reactions from patents (1976-2016). Task: Predict the reactants needed to synthesize the given product. Given the product [Br:14][C:15]1[O:24][C:18]2[CH:19]([CH3:23])[N:20]([C:11]([C:9]3[CH:10]=[C:5]4[N:4]=[CH:3][C:2]([Br:1])=[CH:7][N:6]4[N:8]=3)=[O:13])[CH2:21][CH2:22][C:17]=2[CH:16]=1, predict the reactants needed to synthesize it. The reactants are: [Br:1][C:2]1[CH:3]=[N:4][C:5]2[N:6]([N:8]=[C:9]([C:11]([OH:13])=O)[CH:10]=2)[CH:7]=1.[Br:14][C:15]1[O:24][C:18]2[CH:19]([CH3:23])[NH:20][CH2:21][CH2:22][C:17]=2[CH:16]=1.